This data is from Catalyst prediction with 721,799 reactions and 888 catalyst types from USPTO. The task is: Predict which catalyst facilitates the given reaction. (1) Reactant: CCCP(O)(O)=O.CCN(C(C)C)C(C)C.[CH2:17]([O:19][P:20]([CH2:25][C:26]1[CH:31]=[CH:30][C:29]([NH:32][C:33]2[N:38]=[C:37]([NH:39][C:40]3[CH:41]=[CH:42][C:43]([C@@H:51]4[CH2:56][CH2:55][C@H:54]([C:57]([OH:59])=O)[CH2:53][CH2:52]4)=[C:44]4[C:48]=3[C:47](=[O:49])[N:46]([CH3:50])[CH2:45]4)[C:36]([C:60]([F:63])([F:62])[F:61])=[CH:35][N:34]=2)=[C:28]([O:64][CH3:65])[CH:27]=1)([O:22][CH2:23][CH3:24])=[O:21])[CH3:18].Cl.[NH2:67][OH:68]. Product: [OH:68][NH:67][C:57]([C@@H:54]1[CH2:55][CH2:56][C@H:51]([C:43]2[CH:42]=[CH:41][C:40]([NH:39][C:37]3[C:36]([C:60]([F:63])([F:61])[F:62])=[CH:35][N:34]=[C:33]([NH:32][C:29]4[CH:30]=[CH:31][C:26]([CH2:25][P:20](=[O:21])([O:19][CH2:17][CH3:18])[O:22][CH2:23][CH3:24])=[CH:27][C:28]=4[O:64][CH3:65])[N:38]=3)=[C:48]3[C:44]=2[CH2:45][N:46]([CH3:50])[C:47]3=[O:49])[CH2:52][CH2:53]1)=[O:59]. The catalyst class is: 3. (2) Reactant: [F:1][C:2]1[CH:3]=[C:4]([CH:8]2[O:12]C(=O)[NH:10][CH:9]2[CH2:14][C:15]2[CH:20]=[CH:19][C:18]([C:21]([F:24])([F:23])[F:22])=[CH:17][CH:16]=2)[CH:5]=[CH:6][CH:7]=1.[OH-].[Na+]. Product: [NH2:10][CH:9]([CH2:14][C:15]1[CH:16]=[CH:17][C:18]([C:21]([F:24])([F:22])[F:23])=[CH:19][CH:20]=1)[CH:8]([C:4]1[CH:5]=[CH:6][CH:7]=[C:2]([F:1])[CH:3]=1)[OH:12]. The catalyst class is: 8.